Predict the product of the given reaction. From a dataset of Forward reaction prediction with 1.9M reactions from USPTO patents (1976-2016). (1) Given the reactants [CH3:1][O:2][C:3]1[CH:4]=[C:5]2[C:10](=[CH:11][C:12]=1[O:13][CH3:14])[N:9]=[CH:8][CH:7]=[C:6]2[O:15][C:16]1[CH:22]=[CH:21][C:19]([NH2:20])=[CH:18][C:17]=1[F:23].C(N(CC)CC)C.ClC(Cl)(O[C:35](=[O:41])OC(Cl)(Cl)Cl)Cl.[CH3:43][C:44]1[S:48][C:47]([CH:49]([NH2:51])[CH3:50])=[N:46][CH:45]=1, predict the reaction product. The product is: [CH3:1][O:2][C:3]1[CH:4]=[C:5]2[C:10](=[CH:11][C:12]=1[O:13][CH3:14])[N:9]=[CH:8][CH:7]=[C:6]2[O:15][C:16]1[CH:22]=[CH:21][C:19]([NH:20][C:35]([NH:51][CH:49]([C:47]2[S:48][C:44]([CH3:43])=[CH:45][N:46]=2)[CH3:50])=[O:41])=[CH:18][C:17]=1[F:23]. (2) Given the reactants Cl[CH2:2][CH2:3][O:4][C:5]1[CH:14]=[C:13]2[C:8]([CH:9]=[CH:10][N:11]([C:16]3[CH:17]=[C:18]([CH:24]=[CH:25][C:26]=3[CH3:27])[C:19]([NH:21][CH2:22][CH3:23])=[O:20])[C:12]2=[O:15])=[CH:7][CH:6]=1.[I-].[K+].[CH3:30][NH:31][CH:32]([CH3:34])[CH3:33], predict the reaction product. The product is: [CH:32]([N:31]([CH3:30])[CH2:2][CH2:3][O:4][C:5]1[CH:14]=[C:13]2[C:8]([CH:9]=[CH:10][N:11]([C:16]3[CH:17]=[C:18]([CH:24]=[CH:25][C:26]=3[CH3:27])[C:19]([NH:21][CH2:22][CH3:23])=[O:20])[C:12]2=[O:15])=[CH:7][CH:6]=1)([CH3:34])[CH3:33]. (3) Given the reactants CO[C:3]1C=C(C(F)(F)F)C=C(SC)[C:4]=1C(O)=O.[F:18][C:19]([F:34])([F:33])[C:20]1[CH:28]=[C:27]([C:29]([F:32])([F:31])[F:30])[CH:26]=[CH:25][C:21]=1[C:22]([OH:24])=[O:23].IC, predict the reaction product. The product is: [CH2:3]([C:25]1[CH:26]=[C:27]([C:29]([F:32])([F:30])[F:31])[CH:28]=[C:20]([C:19]([F:33])([F:34])[F:18])[C:21]=1[C:22]([OH:24])=[O:23])[CH3:4]. (4) Given the reactants [C:1]([C:3]1[CH:4]=[CH:5][C:6]2[O:7][CH2:8][CH2:9][C:10]3[CH:16]=[C:15]([C:17]4[N:18]([C:22]5[CH:27]=[CH:26][C:25]([F:28])=[CH:24][C:23]=5[F:29])[N:19]=[CH:20][N:21]=4)[S:14][C:11]=3[C:12]=2[N:13]=1)#[N:2].OO.C(=O)([O-])[O-:33].[K+].[K+], predict the reaction product. The product is: [C:1]([C:3]1[CH:4]=[CH:5][C:6]2[O:7][CH2:8][CH2:9][C:10]3[CH:16]=[C:15]([C:17]4[N:18]([C:22]5[CH:27]=[CH:26][C:25]([F:28])=[CH:24][C:23]=5[F:29])[N:19]=[CH:20][N:21]=4)[S:14][C:11]=3[C:12]=2[N:13]=1)(=[O:33])[NH2:2].